Dataset: Peptide-MHC class II binding affinity with 134,281 pairs from IEDB. Task: Regression. Given a peptide amino acid sequence and an MHC pseudo amino acid sequence, predict their binding affinity value. This is MHC class II binding data. (1) The peptide sequence is AAFSRMLSLFFRQHI. The MHC is DRB4_0101 with pseudo-sequence DRB4_0103. The binding affinity (normalized) is 0.692. (2) The peptide sequence is HYPLHLRYYRITYGE. The MHC is HLA-DQA10501-DQB10201 with pseudo-sequence HLA-DQA10501-DQB10201. The binding affinity (normalized) is 0.258. (3) The peptide sequence is TVWEQILNTWLVKPG. The MHC is HLA-DPA10201-DPB11401 with pseudo-sequence HLA-DPA10201-DPB11401. The binding affinity (normalized) is 0.